From a dataset of Full USPTO retrosynthesis dataset with 1.9M reactions from patents (1976-2016). Predict the reactants needed to synthesize the given product. (1) Given the product [O:31]=[C:32]([N:46]1[CH2:51][CH2:50][N:49]2[C:52]([C:55]([F:58])([F:57])[F:56])=[N:53][N:54]=[C:48]2[CH2:47]1)[CH2:33][C@@H:34]([NH2:45])[CH2:35][C:36]1[CH:41]=[C:40]([F:42])[C:39]([F:43])=[CH:38][C:37]=1[F:44], predict the reactants needed to synthesize it. The reactants are: CC(O)C.C([C@](C(O)=O)(O)[C@](C(=O)C1C=CC=CC=1)(O)C(O)=O)(=O)C1C=CC=CC=1.[O:31]=[C:32]([N:46]1[CH2:51][CH2:50][N:49]2[C:52]([C:55]([F:58])([F:57])[F:56])=[N:53][N:54]=[C:48]2[CH2:47]1)[CH2:33][CH:34]([NH2:45])[CH2:35][C:36]1[CH:41]=[C:40]([F:42])[C:39]([F:43])=[CH:38][C:37]=1[F:44]. (2) Given the product [CH:1]12[CH:9]([C:10]3[CH:23]=[CH:22][C:13]([O:14][CH2:15][C@H:16]4[O:20][C:19]5=[N:21][C:27](=[O:26])[CH:28]=[C:29]([CH2:30][CH:31]([CH3:33])[CH3:32])[N:18]5[CH2:17]4)=[CH:12][CH:11]=3)[CH:5]([CH2:4][CH2:3][CH2:2]1)[CH2:6][CH2:7][CH2:8]2, predict the reactants needed to synthesize it. The reactants are: [CH:1]12[CH:9]([C:10]3[CH:23]=[CH:22][C:13]([O:14][CH2:15][C@H:16]4[O:20][C:19]([NH2:21])=[N:18][CH2:17]4)=[CH:12][CH:11]=3)[CH:5]([CH2:6][CH2:7][CH2:8]1)[CH2:4][CH2:3][CH2:2]2.C([O:26][C:27](=O)[C:28]#[C:29][CH2:30][CH:31]([CH3:33])[CH3:32])C. (3) The reactants are: C([C@H](NC(=O)C1C=C(C2C=CC=CC=2)C=C(N2CCCC2=O)C=1)[C@@H](O)C[C@H](C(=O)NCCC(C)(C)C)C)C1C=CC=CC=1.[F:44][C:45]1[C:53]([N:54]2[CH2:58][CH2:57][CH2:56][C:55]2=[O:59])=[CH:52][CH:51]=[CH:50][C:46]=1[C:47]([OH:49])=O.[CH:60]12[CH2:66][CH:63]([CH2:64][CH2:65]1)[CH2:62][CH:61]2[NH:67][C:68](=[O:83])[C@H:69]([CH3:82])[CH2:70][C@H:71]([OH:81])[C@@H:72]([NH2:80])[CH2:73][C:74]1[CH:79]=[CH:78][CH:77]=[CH:76][CH:75]=1. Given the product [CH2:73]([C@H:72]([NH:80][C:47](=[O:49])[C:46]1[CH:50]=[CH:51][CH:52]=[C:53]([N:54]2[CH2:58][CH2:57][CH2:56][C:55]2=[O:59])[C:45]=1[F:44])[C@@H:71]([OH:81])[CH2:70][C@H:69]([C:68](=[O:83])[NH:67][CH:61]1[CH2:62][CH:63]2[CH2:66][CH:60]1[CH2:65][CH2:64]2)[CH3:82])[C:74]1[CH:75]=[CH:76][CH:77]=[CH:78][CH:79]=1, predict the reactants needed to synthesize it. (4) Given the product [O:6]=[C:4]1[C:3]2[C:2](=[CH:11][C:10]([C:12]([O:14][CH3:15])=[O:13])=[CH:9][CH:8]=2)[N:1]=[C:16]([C:18]([O:20][CH2:21][C:22]2[CH:27]=[CH:26][CH:25]=[CH:24][CH:23]=2)=[O:19])[NH:17]1, predict the reactants needed to synthesize it. The reactants are: [NH2:1][C:2]1[CH:11]=[C:10]([C:12]([O:14][CH3:15])=[O:13])[CH:9]=[CH:8][C:3]=1[C:4]([O:6]C)=O.[C:16]([C:18]([O:20][CH2:21][C:22]1[CH:27]=[CH:26][CH:25]=[CH:24][CH:23]=1)=[O:19])#[N:17]. (5) The reactants are: [Br:1][C:2]1(CC(O)=O)[CH:7]=[CH:6][CH:5]=[CH:4][CH:3]1[N+:8]([O-])=O.O.CCO[C:19]([CH3:21])=[O:20].CCOC(C)=O.CCCCCC. Given the product [Br:1][C:2]1[CH:7]=[CH:6][CH:5]=[C:4]2[C:3]=1[NH:8][C:19](=[O:20])[CH2:21]2, predict the reactants needed to synthesize it. (6) Given the product [NH:23]1[C:31]2[C:33](=[CH:29][CH:24]=[CH:25][CH:26]=2)[CH:21]=[C:22]1[N:23]1[C:24]2[C:29](=[CH:28][CH:27]=[CH:26][CH:25]=2)[CH2:21][CH2:22]1, predict the reactants needed to synthesize it. The reactants are: C(OC(N1CC(OC(=O)C)CC1C[C:21]1[C:29]2[C:24](=[CH:25][C:26](F)=[CH:27][CH:28]=2)[NH:23][CH:22]=1)=O)C1C=CC=CC=1.[C:31](O)([C:33](F)(F)F)=O.C([O-])([O-])=O.[K+].[K+]. (7) Given the product [NH2:72][C:69]1[N:70]=[CH:71][C:66]([C:56]2[N:57]=[C:58]([N:60]3[CH2:65][CH2:64][O:63][CH2:62][CH2:61]3)[N:59]=[C:54]([NH:81][C:78]3[CH:79]=[N:80][C:75]([O:74][CH3:73])=[CH:76][CH:77]=3)[CH:55]=2)=[CH:67][CH:68]=1, predict the reactants needed to synthesize it. The reactants are: C1C=CC(P(C2C(C3C(P(C4C=CC=CC=4)C4C=CC=CC=4)=CC=C4C=3C=CC=C4)=C3C(C=CC=C3)=CC=2)C2C=CC=CC=2)=CC=1.C(=O)([O-])[O-].[Cs+].[Cs+].Cl[C:54]1[N:59]=[C:58]([N:60]2[CH2:65][CH2:64][O:63][CH2:62][CH2:61]2)[N:57]=[C:56]([C:66]2[CH:67]=[CH:68][C:69]([NH2:72])=[N:70][CH:71]=2)[CH:55]=1.[CH3:73][O:74][C:75]1[N:80]=[CH:79][C:78]([NH2:81])=[CH:77][CH:76]=1.